Dataset: Catalyst prediction with 721,799 reactions and 888 catalyst types from USPTO. Task: Predict which catalyst facilitates the given reaction. Reactant: FC(F)(F)C(O)=O.[Cl:8][C:9]1[C:13]2[C:14]([NH:18]C(C)(CC(C)(C)C)C)=[N:15][CH:16]=[CH:17][C:12]=2[N:11]([C:27]([O:29][CH2:30][C:31]2[CH:36]=[CH:35][CH:34]=[CH:33][CH:32]=2)=[O:28])[CH:10]=1. Product: [NH2:18][C:14]1[C:13]2[C:9]([Cl:8])=[CH:10][N:11]([C:27]([O:29][CH2:30][C:31]3[CH:32]=[CH:33][CH:34]=[CH:35][CH:36]=3)=[O:28])[C:12]=2[CH:17]=[CH:16][N:15]=1. The catalyst class is: 4.